From a dataset of Reaction yield outcomes from USPTO patents with 853,638 reactions. Predict the reaction yield, written as a fraction of the theoretical maximum amount of product (1.0 means a 100% yield; for example, 0.34 means a 34% yield). (1) The reactants are [CH3:1][C:2]([CH:17]1[CH2:22][N:21](C(OC(C)(C)C)=O)[C:20](=[O:30])[CH2:19][CH2:18]1)([S:4]([C:7]1[CH:12]=[CH:11][CH:10]=[C:9]([C:13]([F:16])([F:15])[F:14])[CH:8]=1)(=[O:6])=[O:5])[CH3:3]. The catalyst is Cl.O1CCOCC1. The product is [CH3:3][C:2]([CH:17]1[CH2:22][NH:21][C:20](=[O:30])[CH2:19][CH2:18]1)([S:4]([C:7]1[CH:12]=[CH:11][CH:10]=[C:9]([C:13]([F:15])([F:14])[F:16])[CH:8]=1)(=[O:5])=[O:6])[CH3:1]. The yield is 0.950. (2) The product is [Cl:32][CH2:33][C:34]([NH:7][C:8]1[CH:13]=[C:12]([CH2:14][C:15]2[C:20]([Cl:21])=[CH:19][CH:18]=[CH:17][C:16]=2[Cl:22])[N:11]=[C:10]([NH:23][C:24]2[CH:25]=[CH:26][C:27]([C:28]#[N:29])=[CH:30][CH:31]=2)[N:9]=1)=[O:35]. The reactants are N1C=CC=CC=1.[NH2:7][C:8]1[CH:13]=[C:12]([CH2:14][C:15]2[C:20]([Cl:21])=[CH:19][CH:18]=[CH:17][C:16]=2[Cl:22])[N:11]=[C:10]([NH:23][C:24]2[CH:31]=[CH:30][C:27]([C:28]#[N:29])=[CH:26][CH:25]=2)[N:9]=1.[Cl:32][CH2:33][C:34](Cl)=[O:35]. The yield is 0.365. The catalyst is C(Cl)Cl.